Dataset: Reaction yield outcomes from USPTO patents with 853,638 reactions. Task: Predict the reaction yield, written as a fraction of the theoretical maximum amount of product (1.0 means a 100% yield; for example, 0.34 means a 34% yield). (1) The reactants are [H-].[Na+].[C:3]1(=O)[CH2:7][CH2:6][CH2:5][CH2:4]1.[CH3:9][CH2:10][O:11][CH2:12][CH3:13].[OH2:14]. The catalyst is C1COCC1. The product is [CH2:10]([O:11][C:12](=[O:14])[CH:13]=[C:3]1[CH2:7][CH2:6][CH2:5][CH2:4]1)[CH3:9]. The yield is 0.980. (2) The product is [Cl:25][C:20]1[CH:19]=[C:18]([CH:3]([CH:4]([OH:5])[C:6]2[CH:11]=[CH:10][CH:9]=[C:8]([N:12]3[CH2:13][CH2:14][O:15][CH2:16][CH2:17]3)[CH:7]=2)[CH2:2][NH:1][C:26](=[O:30])[O:27][CH2:28][CH3:29])[CH:23]=[CH:22][C:21]=1[Cl:24]. The catalyst is C(Cl)Cl. The yield is 0.463. The reactants are [NH2:1][CH2:2][CH:3]([C:18]1[CH:23]=[CH:22][C:21]([Cl:24])=[C:20]([Cl:25])[CH:19]=1)[CH:4]([C:6]1[CH:11]=[CH:10][CH:9]=[C:8]([N:12]2[CH2:17][CH2:16][O:15][CH2:14][CH2:13]2)[CH:7]=1)[OH:5].[C:26](Cl)(=[O:30])[O:27][CH2:28][CH3:29]. (3) The product is [CH2:22]([C:20]1[CH:19]=[CH:18][C:17]2[C:11]3[N:12]([CH:24]=[C:9]([C:8]4[N:4]([CH:1]([CH3:2])[CH3:3])[N:5]=[C:6]([CH3:25])[N:7]=4)[N:10]=3)[CH2:13][CH2:14][O:15][C:16]=2[CH:21]=1)[CH3:23]. The catalyst is C(O)C. The yield is 0.629. The reactants are [CH:1]([N:4]1[C:8]([C:9]2[N:10]=[C:11]3[C:17]4[CH:18]=[CH:19][C:20]([CH:22]=[CH2:23])=[CH:21][C:16]=4[O:15][CH2:14][CH2:13][N:12]3[CH:24]=2)=[N:7][C:6]([CH3:25])=[N:5]1)([CH3:3])[CH3:2]. (4) The reactants are [CH3:1][O:2][C@H:3]1[CH2:20][CH2:19][C@@:18]2([CH3:21])[C:5](=[CH:6][CH2:7][C@@H:8]3[C@@H:17]2[CH2:16][CH2:15][C@@:13]2([CH3:14])[C@H:9]3[CH2:10][CH2:11][C@@H:12]2[OH:22])[CH2:4]1.[OH:23]N1C(=O)C2=CC=CC=C2C1=O. The yield is 0.530. No catalyst specified. The product is [CH3:1][O:2][C@H:3]1[CH2:20][CH2:19][C@@:18]2([CH3:21])[C:5](=[CH:6][C:7](=[O:23])[C@@H:8]3[C@@H:17]2[CH2:16][CH2:15][C@@:13]2([CH3:14])[C@H:9]3[CH2:10][CH2:11][C@@H:12]2[OH:22])[CH2:4]1. (5) The reactants are [C:1]([SiH2:5][O:6][C:7]([CH3:26])([CH3:25])[C:8]1[CH:9]=[C:10]([C:14]2[N:22]3[C:17]([CH:18]=[N:19][C:20](SC)=[N:21]3)=[CH:16][CH:15]=2)[CH:11]=[CH:12][CH:13]=1)([CH3:4])([CH3:3])[CH3:2].[C:27](O)(=O)C.OO.[O-:33][S:34]([O-:37])(=S)=O.[Na+].[Na+]. The catalyst is CO.C([O-])(O)=O.[Na+].O.O.[O-][W]([O-])(=O)=O.[Na+].[Na+]. The product is [C:1]([SiH2:5][O:6][C:7]([CH3:25])([CH3:26])[C:8]1[CH:9]=[C:10]([C:14]2[N:22]3[C:17]([CH:18]=[N:19][C:20]([S:34]([CH3:27])(=[O:37])=[O:33])=[N:21]3)=[CH:16][CH:15]=2)[CH:11]=[CH:12][CH:13]=1)([CH3:4])([CH3:2])[CH3:3]. The yield is 0.670.